The task is: Regression. Given two drug SMILES strings and cell line genomic features, predict the synergy score measuring deviation from expected non-interaction effect.. This data is from NCI-60 drug combinations with 297,098 pairs across 59 cell lines. (1) Drug 1: COC1=NC(=NC2=C1N=CN2C3C(C(C(O3)CO)O)O)N. Drug 2: C1CNP(=O)(OC1)N(CCCl)CCCl. Cell line: A498. Synergy scores: CSS=-4.57, Synergy_ZIP=1.68, Synergy_Bliss=0.286, Synergy_Loewe=-4.10, Synergy_HSA=-4.02. (2) Drug 1: CC=C1C(=O)NC(C(=O)OC2CC(=O)NC(C(=O)NC(CSSCCC=C2)C(=O)N1)C(C)C)C(C)C. Drug 2: C1=CN(C=N1)CC(O)(P(=O)(O)O)P(=O)(O)O. Cell line: NCI/ADR-RES. Synergy scores: CSS=2.91, Synergy_ZIP=-2.06, Synergy_Bliss=-3.91, Synergy_Loewe=0.797, Synergy_HSA=-3.44. (3) Synergy scores: CSS=-3.02, Synergy_ZIP=-2.46, Synergy_Bliss=-10.2, Synergy_Loewe=-21.8, Synergy_HSA=-13.4. Drug 1: CC1=C(C(=CC=C1)Cl)NC(=O)C2=CN=C(S2)NC3=CC(=NC(=N3)C)N4CCN(CC4)CCO. Drug 2: C(=O)(N)NO. Cell line: SK-MEL-2. (4) Drug 2: C(CCl)NC(=O)N(CCCl)N=O. Drug 1: C1CC(=O)NC(=O)C1N2C(=O)C3=CC=CC=C3C2=O. Cell line: RPMI-8226. Synergy scores: CSS=2.10, Synergy_ZIP=-7.90, Synergy_Bliss=-11.9, Synergy_Loewe=-18.3, Synergy_HSA=-10.2. (5) Drug 1: C1=CC(=CC=C1CCC2=CNC3=C2C(=O)NC(=N3)N)C(=O)NC(CCC(=O)O)C(=O)O. Drug 2: C1C(C(OC1N2C=C(C(=O)NC2=O)F)CO)O. Cell line: NCI-H226. Synergy scores: CSS=4.79, Synergy_ZIP=-3.31, Synergy_Bliss=-3.05, Synergy_Loewe=-4.32, Synergy_HSA=-2.47. (6) Synergy scores: CSS=24.9, Synergy_ZIP=0.414, Synergy_Bliss=2.99, Synergy_Loewe=-8.44, Synergy_HSA=3.36. Cell line: A498. Drug 1: C1CN1P(=S)(N2CC2)N3CC3. Drug 2: N.N.Cl[Pt+2]Cl.